Dataset: Reaction yield outcomes from USPTO patents with 853,638 reactions. Task: Predict the reaction yield, written as a fraction of the theoretical maximum amount of product (1.0 means a 100% yield; for example, 0.34 means a 34% yield). (1) The reactants are [CH3:1][C:2]1[C:3]([N+:16]([O-:18])=[O:17])=[C:4]([C:10]([N+:13]([O-:15])=[O:14])=[CH:11][CH:12]=1)[C:5]([O:7][CH2:8][CH3:9])=[O:6].C[C:20]([N:22]([CH3:24])[CH3:23])=O. The catalyst is CN(C=O)C. The product is [CH3:20][N:22]([CH3:24])/[CH:23]=[CH:1]/[C:2]1[C:3]([N+:16]([O-:18])=[O:17])=[C:4]([C:10]([N+:13]([O-:15])=[O:14])=[CH:11][CH:12]=1)[C:5]([O:7][CH2:8][CH3:9])=[O:6]. The yield is 0.580. (2) The reactants are [NH:1]1[C:5]2[CH:6]=[CH:7][CH:8]=[CH:9][C:4]=2[N:3]=[C:2]1[S:10][CH2:11][C:12]1[C:17]([CH3:18])=[C:16]([O:19][CH2:20][CH:21]([CH2:24][OH:25])[CH2:22][OH:23])[C:15]([CH3:26])=[CH:14][N:13]=1.CC1(C)OC(CCCOC2C=C[N+]([O-])=C(C)C=2C)C[O:29]1.ClC1C=CC=C(C(OO)=O)C=1.C(=O)(O)[O-].[Na+]. The catalyst is CO.C1(C)C=CC=CC=1. The product is [NH:1]1[C:5]2[CH:6]=[CH:7][CH:8]=[CH:9][C:4]=2[N:3]=[C:2]1[S:10]([CH2:11][C:12]1[C:17]([CH3:18])=[C:16]([O:19][CH2:20][CH:21]([CH2:24][OH:25])[CH2:22][OH:23])[C:15]([CH3:26])=[CH:14][N:13]=1)=[O:29]. The yield is 0.250.